From a dataset of NCI-60 drug combinations with 297,098 pairs across 59 cell lines. Regression. Given two drug SMILES strings and cell line genomic features, predict the synergy score measuring deviation from expected non-interaction effect. (1) Drug 1: C1CC(C1)(C(=O)O)C(=O)O.[NH2-].[NH2-].[Pt+2]. Drug 2: CN1C2=C(C=C(C=C2)N(CCCl)CCCl)N=C1CCCC(=O)O.Cl. Cell line: HOP-92. Synergy scores: CSS=8.86, Synergy_ZIP=-1.13, Synergy_Bliss=4.19, Synergy_Loewe=-0.492, Synergy_HSA=1.95. (2) Drug 1: CS(=O)(=O)CCNCC1=CC=C(O1)C2=CC3=C(C=C2)N=CN=C3NC4=CC(=C(C=C4)OCC5=CC(=CC=C5)F)Cl. Drug 2: C1CCC(C(C1)N)N.C(=O)(C(=O)[O-])[O-].[Pt+4]. Cell line: A498. Synergy scores: CSS=39.8, Synergy_ZIP=-3.12, Synergy_Bliss=0.0183, Synergy_Loewe=4.93, Synergy_HSA=6.34. (3) Drug 1: C1C(C(OC1N2C=NC3=C(N=C(N=C32)Cl)N)CO)O. Drug 2: CNC(=O)C1=NC=CC(=C1)OC2=CC=C(C=C2)NC(=O)NC3=CC(=C(C=C3)Cl)C(F)(F)F. Cell line: M14. Synergy scores: CSS=49.6, Synergy_ZIP=-3.45, Synergy_Bliss=-2.81, Synergy_Loewe=-46.3, Synergy_HSA=-3.31. (4) Drug 1: CC1OCC2C(O1)C(C(C(O2)OC3C4COC(=O)C4C(C5=CC6=C(C=C35)OCO6)C7=CC(=C(C(=C7)OC)O)OC)O)O. Drug 2: CC1=C(C=C(C=C1)C(=O)NC2=CC(=CC(=C2)C(F)(F)F)N3C=C(N=C3)C)NC4=NC=CC(=N4)C5=CN=CC=C5. Cell line: HOP-92. Synergy scores: CSS=37.9, Synergy_ZIP=-4.12, Synergy_Bliss=0.456, Synergy_Loewe=-3.42, Synergy_HSA=1.29. (5) Drug 1: CC1C(C(CC(O1)OC2CC(OC(C2O)C)OC3=CC4=CC5=C(C(=O)C(C(C5)C(C(=O)C(C(C)O)O)OC)OC6CC(C(C(O6)C)O)OC7CC(C(C(O7)C)O)OC8CC(C(C(O8)C)O)(C)O)C(=C4C(=C3C)O)O)O)O. Drug 2: CN1C2=C(C=C(C=C2)N(CCCl)CCCl)N=C1CCCC(=O)O.Cl. Cell line: MDA-MB-231. Synergy scores: CSS=46.6, Synergy_ZIP=-0.136, Synergy_Bliss=-0.0552, Synergy_Loewe=-35.6, Synergy_HSA=-1.73. (6) Drug 1: C1CCN(CC1)CCOC2=CC=C(C=C2)C(=O)C3=C(SC4=C3C=CC(=C4)O)C5=CC=C(C=C5)O. Drug 2: COC1=C(C=C2C(=C1)N=CN=C2NC3=CC(=C(C=C3)F)Cl)OCCCN4CCOCC4. Cell line: CCRF-CEM. Synergy scores: CSS=5.76, Synergy_ZIP=-0.0627, Synergy_Bliss=2.13, Synergy_Loewe=-1.60, Synergy_HSA=-2.83.